This data is from Catalyst prediction with 721,799 reactions and 888 catalyst types from USPTO. The task is: Predict which catalyst facilitates the given reaction. The catalyst class is: 7. Reactant: C[O:2][C:3](=O)[C:4]1[C:9]([N:10]2[C:14](=[O:15])[N:13]([CH3:16])[N:12]=[N:11]2)=[CH:8][CH:7]=[CH:6][C:5]=1[CH3:17].C([BH-](CC)CC)C.[Li+].O.Cl. Product: [OH:2][CH2:3][C:4]1[C:5]([CH3:17])=[CH:6][CH:7]=[CH:8][C:9]=1[N:10]1[C:14](=[O:15])[N:13]([CH3:16])[N:12]=[N:11]1.